Predict the reaction yield, written as a fraction of the theoretical maximum amount of product (1.0 means a 100% yield; for example, 0.34 means a 34% yield). From a dataset of Reaction yield outcomes from USPTO patents with 853,638 reactions. The product is [Br:20][C:21]1[C:29]2[C:28]([NH:1][C@H:2]([C:4]3[N:9]([C:10]4[CH:15]=[CH:14][CH:13]=[CH:12][CH:11]=4)[C:8](=[O:16])[C:7]4=[CH:17][CH:18]=[CH:19][N:6]4[N:5]=3)[CH3:3])=[N:27][CH:26]=[N:25][C:24]=2[N:23]([CH2:31][O:32][CH2:33][CH2:34][Si:35]([CH3:38])([CH3:37])[CH3:36])[CH:22]=1. The yield is 0.720. The reactants are [NH2:1][C@H:2]([C:4]1[N:9]([C:10]2[CH:15]=[CH:14][CH:13]=[CH:12][CH:11]=2)[C:8](=[O:16])[C:7]2=[CH:17][CH:18]=[CH:19][N:6]2[N:5]=1)[CH3:3].[Br:20][C:21]1[C:29]2[C:28](Cl)=[N:27][CH:26]=[N:25][C:24]=2[N:23]([CH2:31][O:32][CH2:33][CH2:34][Si:35]([CH3:38])([CH3:37])[CH3:36])[CH:22]=1.[F-].[Cs+].C(N(CC)C(C)C)(C)C. The catalyst is C(O)(C)(C)C.